Dataset: Peptide-MHC class II binding affinity with 134,281 pairs from IEDB. Task: Regression. Given a peptide amino acid sequence and an MHC pseudo amino acid sequence, predict their binding affinity value. This is MHC class II binding data. (1) The peptide sequence is IAFFRKEPLKECGGI. The MHC is DRB1_0101 with pseudo-sequence DRB1_0101. The binding affinity (normalized) is 0.577. (2) The peptide sequence is IVQNAYKQMIKSRTL. The MHC is DRB1_1501 with pseudo-sequence DRB1_1501. The binding affinity (normalized) is 0.642. (3) The peptide sequence is DKSVERILHDHGILT. The MHC is DRB1_0101 with pseudo-sequence DRB1_0101. The binding affinity (normalized) is 0.454. (4) The peptide sequence is NVFDEVIPTAFTVGK. The MHC is DRB1_0701 with pseudo-sequence DRB1_0701. The binding affinity (normalized) is 0.479. (5) The peptide sequence is YDDFLANVSTVLTGK. The MHC is DRB1_0802 with pseudo-sequence DRB1_0802. The binding affinity (normalized) is 0.782. (6) The MHC is HLA-DQA10201-DQB10202 with pseudo-sequence HLA-DQA10201-DQB10202. The binding affinity (normalized) is 0.187. The peptide sequence is ALRVIAGALEVHAVK. (7) The peptide sequence is TVAAAPQVKYAVFEA. The MHC is DRB4_0101 with pseudo-sequence DRB4_0103. The binding affinity (normalized) is 0.337. (8) The peptide sequence is STVLGFAALAAAAAF. The MHC is DRB1_0901 with pseudo-sequence DRB1_0901. The binding affinity (normalized) is 0.847. (9) The peptide sequence is VNMVRRGVRSLSNKIHHHHHH. The MHC is HLA-DQA10103-DQB10603 with pseudo-sequence HLA-DQA10103-DQB10603. The binding affinity (normalized) is 0.294.